From a dataset of Full USPTO retrosynthesis dataset with 1.9M reactions from patents (1976-2016). Predict the reactants needed to synthesize the given product. (1) Given the product [Cl:1][C:2]1[CH:7]=[CH:6][C:5]([NH:8][C:9]2[CH:14]=[CH:13][N:12]=[C:11]([N:15]3[CH:23]=[C:22]4[C:17]([CH:18]=[C:19]([NH:24][C:27](=[O:29])[CH3:28])[CH:20]=[CH:21]4)=[N:16]3)[N:10]=2)=[CH:4][CH:3]=1, predict the reactants needed to synthesize it. The reactants are: [Cl:1][C:2]1[CH:7]=[CH:6][C:5]([NH:8][C:9]2[CH:14]=[CH:13][N:12]=[C:11]([N:15]3[CH:23]=[C:22]4[C:17]([CH:18]=[C:19]([N+:24]([O-])=O)[CH:20]=[CH:21]4)=[N:16]3)[N:10]=2)=[CH:4][CH:3]=1.[C:27](OC(=O)C)(=[O:29])[CH3:28]. (2) Given the product [CH3:25][O:24][C:21]1[CH:20]=[C:19]([CH3:26])[C:18]([O:17][CH3:16])=[CH:23][C:22]=1[CH:9]=[O:10], predict the reactants needed to synthesize it. The reactants are: CN([CH:9]=[O:10])C1C=CC=CC=1.O=P(Cl)(Cl)Cl.[CH3:16][O:17][C:18]1[CH:23]=[CH:22][C:21]([O:24][CH3:25])=[CH:20][C:19]=1[CH3:26].C([O-])(=O)C.[Na+]. (3) Given the product [F:21][C:22]1[CH:27]=[CH:26][C:25]([O:1][CH2:2][CH:3]2[CH2:20][N:7]3[CH2:8][CH2:9][N:10]([C:12]4[C:17]([Cl:18])=[CH:16][C:15]([Cl:19])=[CH:14][N:13]=4)[CH2:11][CH:6]3[CH2:5][CH2:4]2)=[CH:24][CH:23]=1, predict the reactants needed to synthesize it. The reactants are: [OH:1][CH2:2][CH:3]1[CH2:20][N:7]2[CH2:8][CH2:9][N:10]([C:12]3[C:17]([Cl:18])=[CH:16][C:15]([Cl:19])=[CH:14][N:13]=3)[CH2:11][CH:6]2[CH2:5][CH2:4]1.[F:21][C:22]1[CH:27]=[CH:26][C:25](O)=[CH:24][CH:23]=1.C1(P(C2C=CC=CC=2)C2C=CC=CC=2)C=CC=CC=1.N(C(OCC)=O)=NC(OCC)=O.Cl. (4) Given the product [CH3:36][Si:33]([CH3:34])([CH3:35])[CH2:32][CH2:31][O:30][CH2:29][N:20]([CH2:21][O:22][CH2:23][CH2:24][Si:25]([CH3:26])([CH3:27])[CH3:28])[C:19]1[N:14]2[N:13]=[CH:12][C:11]([C:3]3[CH:2]=[N:1][C:10]4[C:5]([CH:4]=3)=[CH:6][CH:7]=[CH:8][CH:9]=4)=[C:15]2[N:16]=[C:17]([CH:37]=[O:48])[CH:18]=1, predict the reactants needed to synthesize it. The reactants are: [N:1]1[C:10]2[C:5](=[CH:6][CH:7]=[CH:8][CH:9]=2)[CH:4]=[C:3]([C:11]2[CH:12]=[N:13][N:14]3[C:19]([N:20]([CH2:29][O:30][CH2:31][CH2:32][Si:33]([CH3:36])([CH3:35])[CH3:34])[CH2:21][O:22][CH2:23][CH2:24][Si:25]([CH3:28])([CH3:27])[CH3:26])=[CH:18][C:17]([CH:37]=C)=[N:16][C:15]=23)[CH:2]=1.N1C(C)=CC=CC=1C.O.[O-:48]S([O-])(=S)=O.[Na+].[Na+].